Task: Predict the reactants needed to synthesize the given product.. Dataset: Full USPTO retrosynthesis dataset with 1.9M reactions from patents (1976-2016) (1) Given the product [CH3:20][O:21][C:22](=[O:42])[NH:23][CH2:24][CH2:25][CH:26]([C:33]1[CH:34]=[C:38]2[C:39]([CH:35]=[CH:36][NH:37]2)=[CH:40][CH:41]=1)[C:27]1[CH:32]=[CH:31][CH:30]=[CH:29][CH:28]=1, predict the reactants needed to synthesize it. The reactants are: N1C2C(=CC=C(C(C3C=CC=CC=3)CCN)C=2)C=C1.[CH3:20][O:21][C:22](=[O:42])[NH:23][CH2:24][CH2:25][CH:26]([C:33]1[CH:41]=[CH:40][CH:39]=[C:38]2[C:34]=1[CH:35]=[CH:36][NH:37]2)[C:27]1[CH:32]=[CH:31][CH:30]=[CH:29][CH:28]=1. (2) Given the product [Br:5][C:6]1[CH:23]=[CH:22][C:21]([F:24])=[CH:20][C:7]=1[CH2:8][N:9]1[C:15](=[O:16])[C:14]([CH3:19])=[N:13][NH:12][C:10]1=[S:11], predict the reactants needed to synthesize it. The reactants are: CO[Na].[Na].[Br:5][C:6]1[CH:23]=[CH:22][C:21]([F:24])=[CH:20][C:7]=1[CH2:8][NH:9][C:10]([NH:12][N:13]=[C:14]([CH3:19])[C:15](OC)=[O:16])=[S:11]. (3) Given the product [Cl:1][C:2]1[C:3]([N:8]2[C:12]([C:13]([NH:14][C:15]3[C:16]([C:17]([NH:31][CH3:30])=[O:19])=[CH:20][C:21]([I:25])=[CH:22][C:23]=3[CH3:24])=[O:18])=[CH:11][C:10]([C:26]([F:27])([F:29])[F:28])=[N:9]2)=[N:4][CH:5]=[CH:6][CH:7]=1, predict the reactants needed to synthesize it. The reactants are: [Cl:1][C:2]1[C:3]([N:8]2[C:12]([C:13]3[O:18][C:17](=[O:19])[C:16]4[CH:20]=[C:21]([I:25])[CH:22]=[C:23]([CH3:24])[C:15]=4[N:14]=3)=[CH:11][C:10]([C:26]([F:29])([F:28])[F:27])=[N:9]2)=[N:4][CH:5]=[CH:6][CH:7]=1.[CH3:30][NH2:31]. (4) Given the product [O:1]=[C:2]1[C:11]2[C:6](=[CH:7][CH:8]=[CH:9][CH:10]=2)[S:5][CH:4]([C:12]([Cl:18])=[O:14])[CH2:3]1, predict the reactants needed to synthesize it. The reactants are: [O:1]=[C:2]1[C:11]2[C:6](=[CH:7][CH:8]=[CH:9][CH:10]=2)[S:5][CH:4]([C:12]([OH:14])=O)[CH2:3]1.C(Cl)(=O)C([Cl:18])=O. (5) Given the product [Br:1][C:2]1[C:3]([Cl:12])=[CH:4][C:5]([CH3:11])=[C:6]([CH:7]=1)[NH2:8], predict the reactants needed to synthesize it. The reactants are: [Br:1][C:2]1[CH:7]=[C:6]([N+:8]([O-])=O)[C:5]([CH3:11])=[CH:4][C:3]=1[Cl:12].O.NN. (6) Given the product [NH2:27][C@H:24]1[CH2:25][CH2:26][N:22]([S:19]([NH:18][C:16]([C:5]2[C:6]([N:8]3[CH2:12][C@@H:11]([CH3:13])[CH2:10][C:9]3([CH3:14])[CH3:15])=[N:7][C:2]([Cl:1])=[CH:3][CH:4]=2)=[O:17])(=[O:20])=[O:21])[CH2:23]1, predict the reactants needed to synthesize it. The reactants are: [Cl:1][C:2]1[N:7]=[C:6]([N:8]2[CH2:12][C@@H:11]([CH3:13])[CH2:10][C:9]2([CH3:15])[CH3:14])[C:5]([C:16]([NH:18][S:19]([N:22]2[CH2:26][CH2:25][C@H:24]([NH:27]C(=O)OC(C)(C)C)[CH2:23]2)(=[O:21])=[O:20])=[O:17])=[CH:4][CH:3]=1.C(O)(C(F)(F)F)=O. (7) Given the product [CH:1]1([CH:7]([NH:26][C:27]2[CH:32]=[CH:31][C:30]([C:33]([NH:35][CH2:36][CH2:37][C:38]([O:40][CH2:41][CH3:42])=[O:39])=[O:34])=[CH:29][CH:28]=2)[C:8]2[CH:12]=[C:11]([C:13]3[CH:14]=[CH:15][C:16]([O:19][CH2:20][CH2:21][CH2:22][S:23]([CH3:24])=[O:43])=[CH:17][CH:18]=3)[O:10][C:9]=2[CH3:25])[CH2:6][CH2:5][CH2:4][CH2:3][CH2:2]1, predict the reactants needed to synthesize it. The reactants are: [CH:1]1([CH:7]([NH:26][C:27]2[CH:32]=[CH:31][C:30]([C:33]([NH:35][CH2:36][CH2:37][C:38]([O:40][CH2:41][CH3:42])=[O:39])=[O:34])=[CH:29][CH:28]=2)[C:8]2[CH:12]=[C:11]([C:13]3[CH:18]=[CH:17][C:16]([O:19][CH2:20][CH2:21][CH2:22][S:23][CH3:24])=[CH:15][CH:14]=3)[O:10][C:9]=2[CH3:25])[CH2:6][CH2:5][CH2:4][CH2:3][CH2:2]1.[OH:43]OS([O-])=O.[K+]. (8) Given the product [N:10]1([C:7]([CH:4]2[CH2:5][CH2:6][O:1][CH2:2][CH2:3]2)=[O:8])[CH2:15][CH2:14][NH:13][CH2:12][CH2:11]1, predict the reactants needed to synthesize it. The reactants are: [O:1]1[CH2:6][CH2:5][CH:4]([C:7](Cl)=[O:8])[CH2:3][CH2:2]1.[N:10]1(C(OC(C)(C)C)=O)[CH2:15][CH2:14][NH:13][CH2:12][CH2:11]1.C(N(CC)CC)C.Cl.